From a dataset of Peptide-MHC class I binding affinity with 185,985 pairs from IEDB/IMGT. Regression. Given a peptide amino acid sequence and an MHC pseudo amino acid sequence, predict their binding affinity value. This is MHC class I binding data. (1) The peptide sequence is GSRAYRNAL. The MHC is HLA-A02:03 with pseudo-sequence HLA-A02:03. The binding affinity (normalized) is 0.0847. (2) The peptide sequence is LSPYYKRYISW. The MHC is Mamu-A01 with pseudo-sequence Mamu-A01. The binding affinity (normalized) is 0.711. (3) The peptide sequence is AVAVARVAA. The MHC is HLA-A26:01 with pseudo-sequence HLA-A26:01. The binding affinity (normalized) is 0.0847.